Task: Regression. Given two drug SMILES strings and cell line genomic features, predict the synergy score measuring deviation from expected non-interaction effect.. Dataset: NCI-60 drug combinations with 297,098 pairs across 59 cell lines (1) Drug 1: C1C(C(OC1N2C=NC3=C2NC=NCC3O)CO)O. Drug 2: C1C(C(OC1N2C=NC(=NC2=O)N)CO)O. Cell line: OVCAR3. Synergy scores: CSS=3.78, Synergy_ZIP=-2.02, Synergy_Bliss=-2.57, Synergy_Loewe=-2.37, Synergy_HSA=-2.32. (2) Drug 1: CNC(=O)C1=CC=CC=C1SC2=CC3=C(C=C2)C(=NN3)C=CC4=CC=CC=N4. Drug 2: CC1=C(N=C(N=C1N)C(CC(=O)N)NCC(C(=O)N)N)C(=O)NC(C(C2=CN=CN2)OC3C(C(C(C(O3)CO)O)O)OC4C(C(C(C(O4)CO)O)OC(=O)N)O)C(=O)NC(C)C(C(C)C(=O)NC(C(C)O)C(=O)NCCC5=NC(=CS5)C6=NC(=CS6)C(=O)NCCC[S+](C)C)O. Cell line: T-47D. Synergy scores: CSS=4.88, Synergy_ZIP=-0.184, Synergy_Bliss=0.850, Synergy_Loewe=-1.26, Synergy_HSA=0.328. (3) Drug 1: C1=CC(=CC=C1CCCC(=O)O)N(CCCl)CCCl. Drug 2: CC(C)CN1C=NC2=C1C3=CC=CC=C3N=C2N. Cell line: T-47D. Synergy scores: CSS=24.6, Synergy_ZIP=-6.88, Synergy_Bliss=-5.34, Synergy_Loewe=-5.46, Synergy_HSA=-5.62. (4) Drug 1: C1CNP(=O)(OC1)N(CCCl)CCCl. Drug 2: B(C(CC(C)C)NC(=O)C(CC1=CC=CC=C1)NC(=O)C2=NC=CN=C2)(O)O. Cell line: TK-10. Synergy scores: CSS=22.1, Synergy_ZIP=-3.01, Synergy_Bliss=-4.49, Synergy_Loewe=-44.8, Synergy_HSA=-3.64. (5) Drug 1: C1=C(C(=O)NC(=O)N1)F. Drug 2: C1C(C(OC1N2C=C(C(=O)NC2=O)F)CO)O. Cell line: HCT-15. Synergy scores: CSS=61.3, Synergy_ZIP=-5.07, Synergy_Bliss=-6.24, Synergy_Loewe=0.606, Synergy_HSA=2.98. (6) Drug 1: CC12CCC3C(C1CCC2=O)CC(=C)C4=CC(=O)C=CC34C. Drug 2: CCN(CC)CCCC(C)NC1=C2C=C(C=CC2=NC3=C1C=CC(=C3)Cl)OC. Cell line: EKVX. Synergy scores: CSS=41.1, Synergy_ZIP=-2.33, Synergy_Bliss=-3.94, Synergy_Loewe=-9.35, Synergy_HSA=-1.26. (7) Drug 1: CC1=C(C=C(C=C1)C(=O)NC2=CC(=CC(=C2)C(F)(F)F)N3C=C(N=C3)C)NC4=NC=CC(=N4)C5=CN=CC=C5. Drug 2: CC1=C2C(C(=O)C3(C(CC4C(C3C(C(C2(C)C)(CC1OC(=O)C(C(C5=CC=CC=C5)NC(=O)C6=CC=CC=C6)O)O)OC(=O)C7=CC=CC=C7)(CO4)OC(=O)C)O)C)OC(=O)C. Cell line: 786-0. Synergy scores: CSS=5.51, Synergy_ZIP=-3.92, Synergy_Bliss=-1.46, Synergy_Loewe=-0.685, Synergy_HSA=-0.0189.